From a dataset of Retrosynthesis with 50K atom-mapped reactions and 10 reaction types from USPTO. Predict the reactants needed to synthesize the given product. (1) Given the product COCCn1cc(-c2cccc(CCOCCC(=O)OC(C)(C)C)c2)cn1, predict the reactants needed to synthesize it. The reactants are: CC(C)(C)OC(=O)CCOCCc1cccc(Br)c1.COCCn1cc(B2OC(C)(C)C(C)(C)O2)cn1. (2) Given the product CCOc1cc(N2CCN(CCS(C)(=O)=O)CC2)c(C)cc1Nc1nccc(-c2c(-c3ccc(OC(C)C)c(C(=O)Nc4c(F)cccc4F)c3)nc3ccccn23)n1, predict the reactants needed to synthesize it. The reactants are: CC(C)Oc1ccc(-c2nc3ccccn3c2-c2ccnc(Cl)n2)cc1C(=O)Nc1c(F)cccc1F.CCOc1cc(N2CCN(CCS(C)(=O)=O)CC2)c(C)cc1N. (3) The reactants are: CCn1ccc2c(C=O)cccc21.CN. Given the product CCn1ccc2c(CNC)cccc21, predict the reactants needed to synthesize it. (4) The reactants are: O=C(c1ccccc1)c1cc(F)ccc1-n1ccnc1CO.O=C1NC(=O)c2ccccc21. Given the product O=C(c1ccccc1)c1cc(F)ccc1-n1ccnc1CN1C(=O)c2ccccc2C1=O, predict the reactants needed to synthesize it. (5) Given the product COc1nc(C#CCO)ccc1Cl, predict the reactants needed to synthesize it. The reactants are: C#CCO.COc1nc(Br)ccc1Cl.